This data is from Reaction yield outcomes from USPTO patents with 853,638 reactions. The task is: Predict the reaction yield, written as a fraction of the theoretical maximum amount of product (1.0 means a 100% yield; for example, 0.34 means a 34% yield). (1) The reactants are C(OC([N:8]1[CH2:13][CH2:12][C:11]([NH:26]C(OC(C)(C)C)=O)([C:14](=[O:25])[NH:15][CH2:16][C:17]2[CH:22]=[CH:21][C:20]([O:23][CH3:24])=[CH:19][CH:18]=2)[CH2:10][CH2:9]1)=O)(C)(C)C. The catalyst is ClCCl.FC(F)(F)C(O)=O. The product is [CH3:24][O:23][C:20]1[CH:19]=[CH:18][C:17]([CH2:16][NH:15][C:14]([C:11]2([NH2:26])[CH2:12][CH2:13][NH:8][CH2:9][CH2:10]2)=[O:25])=[CH:22][CH:21]=1. The yield is 0.950. (2) The reactants are [H-].C([Al+]CC(C)C)C(C)C.[CH2:11]1[CH2:15][O:14][CH2:13][CH2:12]1.[N:16]1[C:25]2[C:20](=[CH:21][C:22](C3(C#N)CC3)=[CH:23][CH:24]=2)[CH:19]=[CH:18][CH:17]=1.C(O)(C)C. The yield is 0.951. The product is [N:16]1[C:25]2[C:20](=[CH:21][C:22]([C:11]3([CH:15]=[O:14])[CH2:13][CH2:12]3)=[CH:23][CH:24]=2)[CH:19]=[CH:18][CH:17]=1. The catalyst is C1(C)C=CC=CC=1.C(OCC)(=O)C. (3) The yield is 0.540. The product is [Br:18][C:19]1[CH:25]=[CH:24][C:22]([N:23]2[C:11]([C:8]3[CH:9]=[CH:10][C:5]([S:2]([CH3:1])(=[O:4])=[O:3])=[CH:6][CH:7]=3)=[CH:12][CH:13]=[C:14]2[CH3:15])=[CH:21][CH:20]=1. The catalyst is C1(C)C=CC=CC=1. The reactants are [CH3:1][S:2]([C:5]1[CH:10]=[CH:9][C:8]([C:11](=O)[CH2:12][CH2:13][C:14](=O)[CH3:15])=[CH:7][CH:6]=1)(=[O:4])=[O:3].[Br:18][C:19]1[CH:25]=[CH:24][C:22]([NH2:23])=[CH:21][CH:20]=1.C1(C)C=CC(S(O)(=O)=O)=CC=1. (4) The reactants are C[O:2][C:3](=[O:16])[CH:4]([O:6][C:7]1[CH:12]=[CH:11][C:10]([N+:13]([O-:15])=[O:14])=[CH:9][CH:8]=1)[CH3:5]. The catalyst is Cl. The product is [N+:13]([C:10]1[CH:9]=[CH:8][C:7]([O:6][CH:4]([CH3:5])[C:3]([OH:16])=[O:2])=[CH:12][CH:11]=1)([O-:15])=[O:14]. The yield is 0.853. (5) The reactants are [C:1]([OH:9])(=[S:8])[C:2]1[CH:7]=[CH:6][CH:5]=[CH:4][CH:3]=1.C([O-])([O-])=O.[Cs+:14].[Cs+]. The catalyst is CO. The product is [C:1]([O-:9])(=[S:8])[C:2]1[CH:7]=[CH:6][CH:5]=[CH:4][CH:3]=1.[Cs+:14]. The yield is 0.830. (6) The reactants are C(N(CC)CC)C.[CH3:8][S:9](Cl)(=[O:11])=[O:10].[CH2:13]([O:15][C:16](=[O:38])[CH:17]([O:35][CH2:36][CH3:37])[CH2:18][C:19]1[CH:24]=[CH:23][C:22]([O:25][CH2:26][CH2:27][C:28]2[CH:33]=[CH:32][C:31]([NH2:34])=[CH:30][CH:29]=2)=[CH:21][CH:20]=1)[CH3:14].Cl. The catalyst is ClCCl. The product is [CH2:13]([O:15][C:16](=[O:38])[CH:17]([O:35][CH2:36][CH3:37])[CH2:18][C:19]1[CH:24]=[CH:23][C:22]([O:25][CH2:26][CH2:27][C:28]2[CH:29]=[CH:30][C:31]([NH:34][S:9]([CH3:8])(=[O:11])=[O:10])=[CH:32][CH:33]=2)=[CH:21][CH:20]=1)[CH3:14]. The yield is 0.720.